This data is from HIV replication inhibition screening data with 41,000+ compounds from the AIDS Antiviral Screen. The task is: Binary Classification. Given a drug SMILES string, predict its activity (active/inactive) in a high-throughput screening assay against a specified biological target. (1) The compound is Cn1c2c(c3ccccc31)CCN1OCC=CC(C(=O)O)C21. The result is 0 (inactive). (2) The molecule is CC(=O)C(=CN1CC(=O)NC1=S)C(=O)Nc1ccccc1. The result is 0 (inactive). (3) The molecule is CCCCCCCCCCCCCCCCOC1OC(CO)C(O)C(O)C1O. The result is 0 (inactive). (4) The compound is CC(=O)NC(CCCN(Cc1ccccc1)C(=O)NCCCl)C(=O)NCc1ccccc1. The result is 0 (inactive).